This data is from Forward reaction prediction with 1.9M reactions from USPTO patents (1976-2016). The task is: Predict the product of the given reaction. (1) Given the reactants Cl[CH2:2][CH2:3][CH2:4][CH2:5][O:6][C:7](=[O:33])[NH:8][CH2:9][CH2:10][CH2:11][CH2:12][CH2:13][CH2:14][N:15]1[C:19]([C:20]2[CH:25]=[CH:24][CH:23]=[CH:22][CH:21]=2)=[C:18]([C:26]2[CH:31]=[CH:30][CH:29]=[CH:28][CH:27]=2)[N:17]=[C:16]1[CH3:32].CC1N(CCCCCC([C:61]2[CH:66]=[CH:65][CH:64]=[CH:63][CH:62]=2)C(O)=O)C([C:61]2[CH:66]=[CH:65][CH:64]=[CH:63][CH:62]=2)=C([C:61]2[CH:66]=[CH:65][CH:64]=[CH:63][CH:62]=2)N=1.C(N(CC)CC)C.[F:74][C:75]1C=CC=C[C:76]=1O, predict the reaction product. The product is: [F:74][C:75]1[CH:76]=[CH:2][CH:3]=[CH:4][C:5]=1[O:6][C:7](=[O:33])[NH:8][CH:9]([C:61]1[CH:62]=[CH:63][CH:64]=[CH:65][CH:66]=1)[CH2:10][CH2:11][CH2:12][CH2:13][CH2:14][N:15]1[C:19]([C:20]2[CH:25]=[CH:24][CH:23]=[CH:22][CH:21]=2)=[C:18]([C:26]2[CH:31]=[CH:30][CH:29]=[CH:28][CH:27]=2)[N:17]=[C:16]1[CH3:32]. (2) The product is: [CH3:6][C:2]([N:7]1[CH:11]=[C:10]([C:12]2[C:13]3[CH:20]=[CH:19][NH:18][C:14]=3[N:15]=[CH:16][N:17]=2)[CH:9]=[N:8]1)([CH3:1])[CH2:3][CH2:4][OH:5]. Given the reactants [CH3:1][C:2]([N:7]1[CH:11]=[C:10]([C:12]2[C:13]3[CH:20]=[CH:19][N:18](COCC[Si](C)(C)C)[C:14]=3[N:15]=[CH:16][N:17]=2)[CH:9]=[N:8]1)([CH3:6])[CH2:3][CH2:4][OH:5], predict the reaction product.